Dataset: NCI-60 drug combinations with 297,098 pairs across 59 cell lines. Task: Regression. Given two drug SMILES strings and cell line genomic features, predict the synergy score measuring deviation from expected non-interaction effect. (1) Drug 1: C1=CC(=C2C(=C1NCCNCCO)C(=O)C3=C(C=CC(=C3C2=O)O)O)NCCNCCO. Drug 2: CS(=O)(=O)CCNCC1=CC=C(O1)C2=CC3=C(C=C2)N=CN=C3NC4=CC(=C(C=C4)OCC5=CC(=CC=C5)F)Cl. Cell line: HS 578T. Synergy scores: CSS=27.2, Synergy_ZIP=3.49, Synergy_Bliss=2.37, Synergy_Loewe=-18.9, Synergy_HSA=-0.189. (2) Drug 1: CC1C(C(CC(O1)OC2CC(CC3=C2C(=C4C(=C3O)C(=O)C5=C(C4=O)C(=CC=C5)OC)O)(C(=O)C)O)N)O.Cl. Drug 2: C1=CC(=CC=C1C#N)C(C2=CC=C(C=C2)C#N)N3C=NC=N3. Cell line: NCI-H226. Synergy scores: CSS=6.07, Synergy_ZIP=-3.30, Synergy_Bliss=0.863, Synergy_Loewe=-13.2, Synergy_HSA=0.189. (3) Drug 1: C1CCN(CC1)CCOC2=CC=C(C=C2)C(=O)C3=C(SC4=C3C=CC(=C4)O)C5=CC=C(C=C5)O. Drug 2: CS(=O)(=O)C1=CC(=C(C=C1)C(=O)NC2=CC(=C(C=C2)Cl)C3=CC=CC=N3)Cl. Cell line: SNB-75. Synergy scores: CSS=-5.77, Synergy_ZIP=1.45, Synergy_Bliss=-0.147, Synergy_Loewe=-3.40, Synergy_HSA=-2.80. (4) Drug 1: CS(=O)(=O)C1=CC(=C(C=C1)C(=O)NC2=CC(=C(C=C2)Cl)C3=CC=CC=N3)Cl. Drug 2: CN1C2=C(C=C(C=C2)N(CCCl)CCCl)N=C1CCCC(=O)O.Cl. Cell line: SK-MEL-2. Synergy scores: CSS=0.468, Synergy_ZIP=2.02, Synergy_Bliss=6.09, Synergy_Loewe=-0.620, Synergy_HSA=1.01. (5) Drug 1: C1=CC(=CC=C1CCCC(=O)O)N(CCCl)CCCl. Drug 2: C1C(C(OC1N2C=NC3=C2NC=NCC3O)CO)O. Cell line: HS 578T. Synergy scores: CSS=16.5, Synergy_ZIP=-4.44, Synergy_Bliss=-1.33, Synergy_Loewe=-0.733, Synergy_HSA=-0.0538. (6) Drug 1: C1CCC(C1)C(CC#N)N2C=C(C=N2)C3=C4C=CNC4=NC=N3. Drug 2: CC1=C(C(CCC1)(C)C)C=CC(=CC=CC(=CC(=O)O)C)C. Cell line: HCT116. Synergy scores: CSS=-0.110, Synergy_ZIP=0.524, Synergy_Bliss=-1.20, Synergy_Loewe=-2.73, Synergy_HSA=-3.90.